This data is from HIV replication inhibition screening data with 41,000+ compounds from the AIDS Antiviral Screen. The task is: Binary Classification. Given a drug SMILES string, predict its activity (active/inactive) in a high-throughput screening assay against a specified biological target. (1) The compound is CC1NC(C)SC(C)S1. The result is 0 (inactive). (2) The drug is CCOC(=O)c1ccc(-n2[nH]c(=O)ccc2=O)cc1. The result is 0 (inactive). (3) The result is 1 (active). The drug is CC1OC(OC2C(O)COC(OC3C(C)OC(OC4C(OC(=O)C56CCC(C)(C)CC5C5=CCC7C8(C)CC(O)C(OC9OC(CO)C(O)C(OC%10OC(CO)C(O)C(O)C%10O)C9O)C(C)(CO)C8CCC7(C)C5(C)CC6)OCC(O)C4O)C(O)C3OC3OCC(O)C(O)C3O)C2O)C(O)C(O)C1O. (4) The result is 0 (inactive). The molecule is COC(=O)C1C(=O)CCC2CN3CCc4c([nH]c5ccccc45)C3CC21. (5) The molecule is CSc1csc(-c2ccc(-c3ccc(-c4cc(SC)cs4)s3)s2)c1. The result is 0 (inactive). (6) The drug is Cl.NNC(=O)C(CCC(=O)O)NC(=O)C(CCC(=O)O)NC(=O)C(CCC(=O)O)NC(=O)CNC(=O)CNC(=O)OCc1ccccc1. The result is 0 (inactive). (7) The compound is COc1ccc(C=CC(=O)c2sc(-n3nc(-c4ccccc4)cc3-c3ccccc3)nc2C)cc1. The result is 0 (inactive). (8) The compound is COC(=O)C1(C(=O)OC)CC2=C(S(=O)(=O)c3ccccc3)CC(C#N)C2C1. The result is 0 (inactive). (9) The molecule is CCOC(=O)CCCN(C(=O)c1ccccc1)c1scc(-c2ccccc2)c1C(=O)OCC. The result is 0 (inactive). (10) The compound is COc1cc(Nc2n[nH]c(NS(=O)(=O)c3cc(C)c(Cl)cc3S)n2)cc(OC)c1OC. The result is 1 (active).